The task is: Predict which catalyst facilitates the given reaction.. This data is from Catalyst prediction with 721,799 reactions and 888 catalyst types from USPTO. (1) Reactant: [CH3:1][O:2][C:3](=[O:14])[CH2:4][C:5]1[CH:10]=[CH:9][C:8]([O:11]C)=[CH:7][C:6]=1[CH3:13].[Cl-].[Al+3].[Cl-].[Cl-].C(S)C.O. Product: [CH3:1][O:2][C:3](=[O:14])[CH2:4][C:5]1[CH:10]=[CH:9][C:8]([OH:11])=[CH:7][C:6]=1[CH3:13]. The catalyst class is: 4. (2) Reactant: [F:1][C:2]([F:20])([F:19])[O:3][C:4]1[CH:9]=[CH:8][C:7]([C:10]2[CH:14]=[C:13]([C:15](OC)=[O:16])[O:12][N:11]=2)=[CH:6][CH:5]=1.[NH2:21][NH2:22].O. Product: [F:1][C:2]([F:20])([F:19])[O:3][C:4]1[CH:9]=[CH:8][C:7]([C:10]2[CH:14]=[C:13]([C:15]([NH:21][NH2:22])=[O:16])[O:12][N:11]=2)=[CH:6][CH:5]=1. The catalyst class is: 14.